Dataset: Full USPTO retrosynthesis dataset with 1.9M reactions from patents (1976-2016). Task: Predict the reactants needed to synthesize the given product. (1) The reactants are: CN(C)CCCN=C=NCC.[NH2:12][C:13]1[C:14]([O:28][CH2:29][CH:30]2[CH2:35][CH2:34][N:33]([C:36]([O:38][C:39]([CH3:42])([CH3:41])[CH3:40])=[O:37])[CH2:32][CH2:31]2)=[CH:15][C:16]([NH:19][C:20]2[CH:25]=[N:24][C:23]([C:26]#[N:27])=[CH:22][N:21]=2)=[N:17][CH:18]=1.[CH3:43][N:44]([CH3:49])[CH2:45][C:46](O)=[O:47].O.ON1C2C=CC=CC=2N=N1.C(N(C(C)C)C(C)C)C. Given the product [C:26]([C:23]1[N:24]=[CH:25][C:20]([NH:19][C:16]2[CH:15]=[C:14]([O:28][CH2:29][CH:30]3[CH2:35][CH2:34][N:33]([C:36]([O:38][C:39]([CH3:42])([CH3:41])[CH3:40])=[O:37])[CH2:32][CH2:31]3)[C:13]([NH:12][C:46](=[O:47])[CH2:45][N:44]([CH3:49])[CH3:43])=[CH:18][N:17]=2)=[N:21][CH:22]=1)#[N:27], predict the reactants needed to synthesize it. (2) The reactants are: [CH3:1][O:2][C:3](=[O:25])[CH2:4][N:5]1[C:13]2[C:8](=[CH:9][CH:10]=[CH:11][CH:12]=2)[C:7]([C:16]2[CH:21]=[CH:20][C:19]([Cl:22])=[CH:18][C:17]=2O)([CH2:14][OH:15])[C:6]1=[O:24].ClC1C=CC(Cl)=C2C=1C(C1C(O)=CC3OCOC=3C=1)(CO)C(=O)N2CCCCC. Given the product [CH3:1][O:2][C:3](=[O:25])[CH2:4][N:5]1[C:13]2[C:8](=[CH:9][CH:10]=[CH:11][CH:12]=2)[C:7]2([C:16]3[CH:17]=[CH:18][C:19]([Cl:22])=[CH:20][C:21]=3[O:15][CH2:14]2)[C:6]1=[O:24], predict the reactants needed to synthesize it. (3) Given the product [NH2:46][C:44]1[CH:45]=[CH:40][CH:41]=[CH:42][C:43]=1[NH:48][C:23]([C:22]1[CH:26]=[CH:27][C:19]([CH:9]([C:8]([NH:1][C:2]2[CH:7]=[CH:6][CH:5]=[CH:4][CH:3]=2)=[O:28])[C:10]([NH:12][C:13]2[CH:18]=[CH:17][CH:16]=[CH:15][CH:14]=2)=[O:11])=[N:20][CH:21]=1)=[O:25], predict the reactants needed to synthesize it. The reactants are: [NH:1]([C:8](=[O:28])[CH:9]([C:19]1[CH:27]=[CH:26][C:22]([C:23]([OH:25])=O)=[CH:21][N:20]=1)[C:10]([NH:12][C:13]1[CH:18]=[CH:17][CH:16]=[CH:15][CH:14]=1)=[O:11])[C:2]1[CH:7]=[CH:6][CH:5]=[CH:4][CH:3]=1.CCN=C=NCCCN(C)C.[CH:40]1[CH:41]=[CH:42][C:43]2[N:48](O)N=[N:46][C:44]=2[CH:45]=1.C1(N)C=CC=CC=1N. (4) Given the product [CH2:29]([O:31][C:32]([C:34]1[CH:35]=[C:36]([C:40]2[CH:45]=[CH:44][CH:43]=[CH:42][C:41]=2[CH2:46][S:47][CH2:48][CH2:49][O:50][C:6]2[CH:7]=[CH:8][CH:9]=[CH:10][CH:11]=2)[CH:37]=[CH:38][CH:39]=1)=[O:33])[CH3:30], predict the reactants needed to synthesize it. The reactants are: C(OC([C:6]1[CH:7]=[C:8]([C:6]2[CH:11]=[CH:10][C:9](CSCCO[C:6]3[CH:11]=[CH:10][CH:9]=[CH:8][CH:7]=3)=[CH:8][CH:7]=2)[CH:9]=[CH:10][CH:11]=1)=O)C.[CH2:29]([O:31][C:32]([C:34]1[CH:35]=[C:36]([C:40]2[CH:45]=[CH:44][CH:43]=[CH:42][C:41]=2[CH2:46][S:47][CH2:48][CH2:49][OH:50])[CH:37]=[CH:38][CH:39]=1)=[O:33])[CH3:30].C1(O)C=CC=CC=1.C1(P(C2C=CC=CC=2)C2C=CC=CC=2)C=CC=CC=1. (5) Given the product [Cl:14][C:15]1[N:20]=[C:19]2[CH2:21][O:22][C:23]3[CH:30]=[CH:29][CH:28]=[CH:27][C:24]=3/[C:25](=[C:2](\[CH3:3])/[C:1]#[N:4])/[C:18]2=[CH:17][CH:16]=1.[Cl:14][C:15]1[N:20]=[C:19]2[CH2:21][O:22][C:23]3[CH:30]=[CH:29][CH:28]=[CH:27][C:24]=3/[C:25](=[C:2](/[CH3:3])\[C:1]#[N:4])/[C:18]2=[CH:17][CH:16]=1, predict the reactants needed to synthesize it. The reactants are: [C:1](#[N:4])[CH2:2][CH3:3].P(Cl)(OCC)(OCC)=O.[Cl:14][C:15]1[N:20]=[C:19]2[CH2:21][O:22][C:23]3[CH:30]=[CH:29][CH:28]=[CH:27][C:24]=3[C:25](=O)[C:18]2=[CH:17][CH:16]=1.C(OCC)(=O)C. (6) Given the product [CH2:10]([C:9]1[N:14]([CH3:13])[N:15]=[C:2]([C:3]([O:5][CH2:6][CH3:7])=[O:4])[CH:8]=1)[CH3:11], predict the reactants needed to synthesize it. The reactants are: O=[C:2]([CH2:8][C:9](=O)[CH2:10][CH3:11])[C:3]([O:5][CH2:6][CH3:7])=[O:4].[CH3:13][NH:14][NH2:15]. (7) The reactants are: [Br:1][C:2]1[CH:3]=[C:4]([NH:13][CH:14]2[CH2:19][CH2:18][CH:17]([NH:20][C:21]([O:23][C:24]([CH3:27])([CH3:26])[CH3:25])=[O:22])[CH2:16][CH2:15]2)[C:5]([CH3:12])=[C:6]([CH:11]=1)[C:7]([O:9][CH3:10])=[O:8].[C:28](=O)([O-])[O-].[Cs+].[Cs+].CI. Given the product [Br:1][C:2]1[CH:3]=[C:4]([N:13]([CH:14]2[CH2:19][CH2:18][CH:17]([NH:20][C:21]([O:23][C:24]([CH3:27])([CH3:26])[CH3:25])=[O:22])[CH2:16][CH2:15]2)[CH3:28])[C:5]([CH3:12])=[C:6]([CH:11]=1)[C:7]([O:9][CH3:10])=[O:8], predict the reactants needed to synthesize it.